From a dataset of Peptide-MHC class II binding affinity with 134,281 pairs from IEDB. Regression. Given a peptide amino acid sequence and an MHC pseudo amino acid sequence, predict their binding affinity value. This is MHC class II binding data. (1) The peptide sequence is SQDLELSWNLNGLQADLSS. The MHC is DRB1_0101 with pseudo-sequence DRB1_0101. The binding affinity (normalized) is 0.327. (2) The peptide sequence is VKQNTLKLATGMRNV. The MHC is HLA-DPA10103-DPB10401 with pseudo-sequence HLA-DPA10103-DPB10401. The binding affinity (normalized) is 0.239. (3) The peptide sequence is FEAQGALANIAVD. The MHC is H-2-IAk with pseudo-sequence H-2-IAk. The binding affinity (normalized) is 0.211. (4) The peptide sequence is ADTISSYFVGKMY. The MHC is H-2-IEd with pseudo-sequence H-2-IEd. The binding affinity (normalized) is 0. (5) The peptide sequence is ALPTVEVVAAAADEV. The MHC is HLA-DPA10301-DPB10402 with pseudo-sequence HLA-DPA10301-DPB10402. The binding affinity (normalized) is 0.0427. (6) The peptide sequence is FLAVAVVLGLATSPT. The MHC is DRB1_0901 with pseudo-sequence DRB1_0901. The binding affinity (normalized) is 0.402. (7) The peptide sequence is YDKTLANVSTVLTGK. The binding affinity (normalized) is 0.820. The MHC is DRB1_0802 with pseudo-sequence DRB1_0802. (8) The peptide sequence is YDKFLANVSTVLYGK. The MHC is DRB1_0405 with pseudo-sequence DRB1_0405. The binding affinity (normalized) is 0.684.